Predict the product of the given reaction. From a dataset of Forward reaction prediction with 1.9M reactions from USPTO patents (1976-2016). (1) Given the reactants [CH3:1][C:2]1[CH:11]=[CH:10][C:5]([C:6]([O:8][CH3:9])=[O:7])=[CH:4][C:3]=1B1OC(C)(C)C(C)(C)O1.[CH3:21][C:22]1[NH:23][CH:24]=[C:25](Br)[N:26]=1.C(Cl)Cl.C(=O)([O-])[O-].[K+].[K+], predict the reaction product. The product is: [CH3:1][C:2]1[CH:11]=[CH:10][C:5]([C:6]([O:8][CH3:9])=[O:7])=[CH:4][C:3]=1[C:25]1[NH:26][C:22]([CH3:21])=[N:23][CH:24]=1. (2) Given the reactants [N+](C1[C:5]([C:10]2[CH:11]=[C:12]([CH:16]=[CH:17]C=2)[C:13]([OH:15])=O)=[N:6][CH:7]=[CH:8][CH:9]=1)([O-])=O.[F:19][P-](F)(F)(F)(F)F.C[N+](C)=C(N(C)C)ON1C2N=CC=C[C:33]=2[N:32]=[N:31]1.CN1[CH2:49][CH2:48]OCC1.O.NN.[CH3:53][N:54]([CH3:57])[CH:55]=O, predict the reaction product. The product is: [F:19][CH2:48][CH2:49][CH2:55][N:54]1[C:57]2[CH:17]=[CH:16][C:12]([C:13]3[O:15][CH:33]=[N:32][N:31]=3)=[CH:11][C:10]=2[C:5]2[N:6]=[CH:7][CH:8]=[CH:9][C:53]1=2. (3) The product is: [CH2:34]([C:36]1[S:40][C:39]([CH2:41][C:4]2[C:3]3[C:7](=[CH:8][CH:9]=[CH:10][C:2]=3[F:1])[N:6]([C@@H:11]3[O:28][C@H:27]([CH2:29][OH:30])[C@@H:22]([OH:23])[C@H:17]([OH:18])[C@H:12]3[OH:13])[CH:5]=2)=[CH:38][CH:37]=1)[CH3:35]. Given the reactants [F:1][C:2]1[CH:10]=[CH:9][CH:8]=[C:7]2[C:3]=1[CH:4]=[CH:5][N:6]2[C@@H:11]1[O:28][C@H:27]([CH2:29][O:30]C(=O)C)[C@@H:22]([O:23]C(=O)C)[C@H:17]([O:18]C(=O)C)[C@H:12]1[O:13]C(=O)C.[CH2:34]([C:36]1[S:40][C:39]([C:41](Cl)=O)=[CH:38][CH:37]=1)[CH3:35], predict the reaction product. (4) Given the reactants Cl[C:2]1[N:7]=[C:6]([NH:8][C@H:9]2[CH2:14][CH2:13][C@H:12]([NH:15][C:16](=[O:25])[O:17][CH2:18][C:19]3[CH:24]=[CH:23][CH:22]=[CH:21][CH:20]=3)[CH2:11][CH2:10]2)[C:5]([F:26])=[CH:4][C:3]=1[C:27]#[N:28].[C:29](=O)([O-])[O-:30].[Cs+].[Cs+].[Cl-].[Na+], predict the reaction product. The product is: [C:27]([C:3]1[CH:4]=[C:5]([F:26])[C:6]([NH:8][C@H:9]2[CH2:14][CH2:13][C@H:12]([NH:15][C:16](=[O:25])[O:17][CH2:18][C:19]3[CH:24]=[CH:23][CH:22]=[CH:21][CH:20]=3)[CH2:11][CH2:10]2)=[N:7][C:2]=1[O:30][CH3:29])#[N:28]. (5) Given the reactants Br[C:2]1[CH:3]=[C:4]2[C:9](=[CH:10][CH:11]=1)[N:8]=[C:7]([C:12]([CH3:14])=[CH2:13])[CH:6]=[CH:5]2.C1(P(C2C=CC=CC=2)CCCP(C2C=CC=CC=2)C2C=CC=CC=2)C=CC=CC=1.C(N(CC)CC)C.[CH3:51][OH:52].CN([CH:56]=[O:57])C, predict the reaction product. The product is: [CH3:51][O:52][C:56]([C:2]1[CH:3]=[C:4]2[C:9](=[CH:10][CH:11]=1)[N:8]=[C:7]([C:12]([CH3:14])=[CH2:13])[CH:6]=[CH:5]2)=[O:57]. (6) Given the reactants [Cl:1][C:2]1[CH:7]=[CH:6][CH:5]=[CH:4][C:3]=1[CH2:8][C:9]([OH:11])=O.Cl.C(N=C=NCCCN(C)C)C.ON1C2C=CC=CC=2N=N1.[Br:34][C:35]1[CH:47]=[CH:46][C:45]([OH:48])=[CH:44][C:36]=1[CH2:37][CH:38]1[CH2:43][CH2:42][NH:41][CH2:40][CH2:39]1, predict the reaction product. The product is: [Br:34][C:35]1[CH:47]=[CH:46][C:45]([OH:48])=[CH:44][C:36]=1[CH2:37][CH:38]1[CH2:39][CH2:40][N:41]([C:9](=[O:11])[CH2:8][C:3]2[CH:4]=[CH:5][CH:6]=[CH:7][C:2]=2[Cl:1])[CH2:42][CH2:43]1. (7) Given the reactants [CH2:1]([O:3][C:4]([C:6]1[CH:11]=[C:10]([C:12]2[N:13]=[C:14]([C:17]3[CH:22]=[CH:21][N:20]=[C:19]([NH:23]CC4C=CC(OC)=CC=4)[CH:18]=3)[S:15][CH:16]=2)[C:9](=[O:33])[NH:8][C:7]=1[CH3:34])=[O:5])[CH3:2].C(O)(C(F)(F)F)=O, predict the reaction product. The product is: [CH3:34][C:7]1[NH:8][C:9](=[O:33])[C:10]([C:12]2[N:13]=[C:14]([C:17]3[CH:22]=[CH:21][N:20]=[C:19]([NH2:23])[CH:18]=3)[S:15][CH:16]=2)=[CH:11][C:6]=1[C:4]([O:3][CH2:1][CH3:2])=[O:5].